Dataset: Forward reaction prediction with 1.9M reactions from USPTO patents (1976-2016). Task: Predict the product of the given reaction. (1) The product is: [F:1][C:2]1[C:7]([CH3:8])=[C:6]([F:9])[CH:5]=[CH:4][C:3]=1[NH:10][C:11]([C:13]1[N:17]([CH3:18])[CH:16]=[C:15]([S:19](=[O:21])(=[O:20])[NH:37][C:34]2([C:33]([F:39])([F:38])[F:32])[CH2:36][CH2:35]2)[CH:14]=1)=[O:12]. Given the reactants [F:1][C:2]1[C:7]([CH3:8])=[C:6]([F:9])[CH:5]=[CH:4][C:3]=1[NH:10][C:11]([C:13]1[N:17]([CH3:18])[CH:16]=[C:15]([S:19](Cl)(=[O:21])=[O:20])[CH:14]=1)=[O:12].CCN(C(C)C)C(C)C.[F:32][C:33]([F:39])([F:38])[C:34]1([NH2:37])[CH2:36][CH2:35]1, predict the reaction product. (2) Given the reactants [CH2:1]([C:3]1[CH:8]=[CH:7][CH:6]=[C:5](OC)[C:4]=1/[CH:11]=[N:12]/[CH:13]([CH:17]([CH3:19])[CH3:18])[CH:14]([CH3:16])[CH3:15])[CH3:2].[CH:20]([Li])([CH3:22])[CH3:21], predict the reaction product. The product is: [CH2:1]([C:3]1[CH:8]=[CH:7][CH:6]=[C:5]([CH:20]([CH3:22])[CH3:21])[C:4]=1/[CH:11]=[N:12]/[CH:13]([CH:17]([CH3:19])[CH3:18])[CH:14]([CH3:16])[CH3:15])[CH3:2]. (3) Given the reactants [CH3:1][N:2]1[CH:6]=[C:5]([C:7]2[CH:8]=[C:9]([C:13]3([CH2:19][OH:20])[CH2:18][CH2:17][NH:16][CH2:15][CH2:14]3)[CH:10]=[CH:11][CH:12]=2)[CH:4]=[N:3]1.Cl[C:22]1[N:30]=[CH:29][N:28]=[C:27]2[C:23]=1[NH:24][CH:25]=[N:26]2.C(N(CC)CC)C, predict the reaction product. The product is: [CH3:1][N:2]1[CH:6]=[C:5]([C:7]2[CH:8]=[C:9]([C:13]3([CH2:19][OH:20])[CH2:18][CH2:17][N:16]([C:22]4[N:30]=[CH:29][N:28]=[C:27]5[C:23]=4[N:24]=[CH:25][NH:26]5)[CH2:15][CH2:14]3)[CH:10]=[CH:11][CH:12]=2)[CH:4]=[N:3]1. (4) The product is: [Cl:24][C:25]1[CH:30]=[CH:29][C:28]([O:34][CH3:35])=[C:27]([C:2]2[C:10]3[O:9][CH:8]([CH2:11][O:12][S:13]([C:16]4[CH:17]=[CH:18][C:19]([CH3:22])=[CH:20][CH:21]=4)(=[O:15])=[O:14])[O:7][C:6]=3[CH:5]=[C:4]([Cl:23])[CH:3]=2)[CH:26]=1. Given the reactants Br[C:2]1[C:10]2[O:9][CH:8]([CH2:11][O:12][S:13]([C:16]3[CH:21]=[CH:20][C:19]([CH3:22])=[CH:18][CH:17]=3)(=[O:15])=[O:14])[O:7][C:6]=2[CH:5]=[C:4]([Cl:23])[CH:3]=1.[Cl:24][C:25]1[CH:26]=[CH:27][C:28]([O:34][CH3:35])=[C:29](B(O)O)[CH:30]=1, predict the reaction product.